From a dataset of Full USPTO retrosynthesis dataset with 1.9M reactions from patents (1976-2016). Predict the reactants needed to synthesize the given product. (1) Given the product [CH3:6][O:5][C:4]1[CH:3]=[C:2]([CH:11]=[CH:10][C:7]=1[O:8][CH3:9])[CH:1]=[CH:14][C:15]([OH:17])=[O:16], predict the reactants needed to synthesize it. The reactants are: [CH:1](=O)[C:2]1[CH:11]=[CH:10][C:7]([O:8][CH3:9])=[C:4]([O:5][CH3:6])[CH:3]=1.C(O)(=O)[CH2:14][C:15]([OH:17])=[O:16]. (2) Given the product [CH3:1][C:2]([CH2:3][CH2:4][NH:28][C@H:23]([C:21]([NH:20][C@H:12]([C:10]([O:9][CH3:8])=[O:11])[CH2:13][C:14]1[CH:15]=[CH:16][CH:17]=[CH:18][CH:19]=1)=[O:22])[CH2:24][C:25]([OH:27])=[O:26])([CH3:7])[CH3:6], predict the reactants needed to synthesize it. The reactants are: [CH3:1][C:2]([CH3:7])([CH3:6])[CH2:3][CH:4]=O.[CH3:8][O:9][C:10]([C@@H:12]([NH:20][C:21]([C@@H:23]([NH2:28])[CH2:24][C:25]([OH:27])=[O:26])=[O:22])[CH2:13][C:14]1[CH:15]=[CH:16][CH:17]=[CH:18][CH:19]=1)=[O:11]. (3) Given the product [Br:14][C:15]1[CH:16]=[C:17]([Cl:22])[C:18]([N:10]2[CH2:9][CH2:8][C:7]([C:2]3[CH:3]=[CH:4][CH:5]=[CH:6][N:1]=3)([OH:13])[CH2:12][CH2:11]2)=[N:19][CH:20]=1, predict the reactants needed to synthesize it. The reactants are: [N:1]1[CH:6]=[CH:5][CH:4]=[CH:3][C:2]=1[C:7]1([OH:13])[CH2:12][CH2:11][NH:10][CH2:9][CH2:8]1.[Br:14][C:15]1[CH:16]=[C:17]([Cl:22])[C:18](Cl)=[N:19][CH:20]=1. (4) Given the product [Br:29][C:30]1[N:35]=[C:34]([C:36]([NH:38][S:39]([C:41]([CH3:43])([CH3:44])[CH3:42])=[O:40])([CH3:37])[CH2:7][S:5]([C:8]([C:9]#[N:10])([CH3:12])[CH3:11])(=[N:4][CH2:3][C:2]([F:1])([F:21])[CH2:13][O:14][CH:15]2[CH2:20][CH2:19][CH2:18][CH2:17][O:16]2)=[O:6])[C:33]([F:45])=[C:32]([Si:46]([CH2:51][CH3:52])([CH2:47][CH3:48])[CH2:49][CH3:50])[CH:31]=1, predict the reactants needed to synthesize it. The reactants are: [F:1][C:2]([F:21])([CH2:13][O:14][CH:15]1[CH2:20][CH2:19][CH2:18][CH2:17][O:16]1)[CH2:3][N:4]=[S:5]([C:8]([CH3:12])([CH3:11])[C:9]#[N:10])([CH3:7])=[O:6].CC(C)=O.C(=O)=O.[Br:29][C:30]1[N:35]=[C:34](/[C:36](=[N:38]/[S@@:39]([C:41]([CH3:44])([CH3:43])[CH3:42])=[O:40])/[CH3:37])[C:33]([F:45])=[C:32]([Si:46]([CH2:51][CH3:52])([CH2:49][CH3:50])[CH2:47][CH3:48])[CH:31]=1.C[Si](C)(C)[N-][Si](C)(C)C.[Li+].[Cl-].[NH4+]. (5) Given the product [Cl:28][C:13]1[C:12]([NH:32][C:31]2[CH:33]=[CH:34][CH:35]=[CH:36][C:30]=2[Cl:29])=[N:19][CH:18]=[C:17]([C:20]2[CH:25]=[CH:24][CH:23]=[C:22]([O:26][CH3:27])[CH:21]=2)[C:14]=1[C:15]#[N:16], predict the reactants needed to synthesize it. The reactants are: C[Si]([N-][Si](C)(C)C)(C)C.[Li+].Cl[C:12]1[C:13]([Cl:28])=[C:14]([C:17]([C:20]2[CH:25]=[CH:24][CH:23]=[C:22]([O:26][CH3:27])[CH:21]=2)=[CH:18][N:19]=1)[C:15]#[N:16].[Cl:29][C:30]1[CH:36]=[CH:35][CH:34]=[CH:33][C:31]=1[NH2:32]. (6) Given the product [CH3:41][O:40][C:36](=[O:39])/[CH:37]=[CH:38]/[C:24]1[N:22]2[N:23]=[C:18]([C:15]3[CH:16]=[CH:17][C:12]([C:8]4([NH:7][C:6]([O:5][C:1]([CH3:4])([CH3:3])[CH3:2])=[O:35])[CH2:11][CH2:10][CH2:9]4)=[CH:13][CH:14]=3)[C:19]([C:29]3[CH:34]=[CH:33][CH:32]=[CH:31][CH:30]=3)=[CH:20][C:21]2=[N:26][C:25]=1[CH3:27], predict the reactants needed to synthesize it. The reactants are: [C:1]([O:5][C:6](=[O:35])[NH:7][C:8]1([C:12]2[CH:17]=[CH:16][C:15]([C:18]3[C:19]([C:29]4[CH:34]=[CH:33][CH:32]=[CH:31][CH:30]=4)=[CH:20][C:21]4[N:22]([C:24](Br)=[C:25]([CH3:27])[N:26]=4)[N:23]=3)=[CH:14][CH:13]=2)[CH2:11][CH2:10][CH2:9]1)([CH3:4])([CH3:3])[CH3:2].[C:36]([O:40][CH3:41])(=[O:39])[CH:37]=[CH2:38].C1(C)C=CC=CC=1P(C1C=CC=CC=1C)C1C=CC=CC=1C.C(N(CC)CC)C. (7) Given the product [CH2:19]([NH:18][C:16]([NH:15][C:12]1[CH:13]=[CH:14][C:9]([O:8][CH2:1][C@@H:2]2[CH2:3][O:25]2)=[CH:10][CH:11]=1)=[O:17])[CH3:20], predict the reactants needed to synthesize it. The reactants are: [CH2:1]([O:8][C:9]1[CH:14]=[CH:13][C:12]([NH:15][C:16]([NH:18][CH2:19][CH3:20])=[O:17])=[CH:11][CH:10]=1)[C:2]1C=CC=C[CH:3]=1.[H][H].C([OH:25])C. (8) Given the product [CH3:23][C:21]1[C:20]([N+:24]([O-:26])=[O:25])=[CH:19][N:18]=[C:17]([O:3][CH:4]2[CH2:8][CH2:7][N:6]([C:9]([O:11][C:12]([CH3:15])([CH3:14])[CH3:13])=[O:10])[CH2:5]2)[CH:22]=1, predict the reactants needed to synthesize it. The reactants are: [H-].[Na+].[OH:3][CH:4]1[CH2:8][CH2:7][N:6]([C:9]([O:11][C:12]([CH3:15])([CH3:14])[CH3:13])=[O:10])[CH2:5]1.F[C:17]1[CH:22]=[C:21]([CH3:23])[C:20]([N+:24]([O-:26])=[O:25])=[CH:19][N:18]=1.